Dataset: Reaction yield outcomes from USPTO patents with 853,638 reactions. Task: Predict the reaction yield, written as a fraction of the theoretical maximum amount of product (1.0 means a 100% yield; for example, 0.34 means a 34% yield). (1) The reactants are [CH3:1][O:2][C:3](=[O:36])[CH2:4][C:5]1[CH:10]=[CH:9][C:8]([O:11][CH2:12][C:13]#[C:14][C:15]2[CH:20]=[CH:19][CH:18]=[C:17]([C:21]#[C:22][CH2:23][O:24][C:25]3[CH:30]=[CH:29][C:28]([CH2:31][C:32]([O:34]C)=[O:33])=[CH:27][CH:26]=3)[CH:16]=2)=[CH:7][CH:6]=1.[OH-].[Na+].Cl. The catalyst is C(O)C. The product is [CH3:1][O:2][C:3]([CH2:4][C:5]1[CH:10]=[CH:9][C:8]([O:11][CH2:12][C:13]#[C:14][C:15]2[CH:16]=[C:17]([C:21]#[C:22][CH2:23][O:24][C:25]3[CH:30]=[CH:29][C:28]([CH2:31][C:32]([OH:34])=[O:33])=[CH:27][CH:26]=3)[CH:18]=[CH:19][CH:20]=2)=[CH:7][CH:6]=1)=[O:36]. The yield is 0.530. (2) The reactants are Br[C:2]1[C:11]([CH3:12])=[CH:10][C:5]2[N:6]=[C:7]([CH3:9])[O:8][C:4]=2[CH:3]=1.[NH2:13][C:14]1[CH:19]=[CH:18][C:17](B2OC(C)(C)C(C)(C)O2)=[CH:16][N:15]=1.[O-]P([O-])([O-])=O.[K+].[K+].[K+]. The catalyst is C(#N)C.O1CCOCC1.O.CC(P(C(C)(C)C)C1C=CC(N(C)C)=CC=1)(C)C.CC(P(C(C)(C)C)C1C=CC(N(C)C)=CC=1)(C)C.Cl[Pd]Cl. The product is [CH3:9][C:7]1[O:8][C:4]2[CH:3]=[C:2]([C:17]3[CH:18]=[CH:19][C:14]([NH2:13])=[N:15][CH:16]=3)[C:11]([CH3:12])=[CH:10][C:5]=2[N:6]=1. The yield is 0.810. (3) No catalyst specified. The product is [CH3:35][O:34][C:23]1[CH:22]=[C:21]([C:19]([N:10]2[C:11]3[CH:18]=[CH:17][CH:16]=[CH:15][C:12]=3[CH2:13][N:14]3[C:5]([C:3]([NH:44][CH2:43][C:42]4[CH:45]=[CH:46][C:39]([CH3:38])=[CH:40][CH:41]=4)=[O:4])=[CH:6][CH:7]=[C:8]3[CH2:9]2)=[O:20])[CH:26]=[CH:25][C:24]=1[C:27]1[CH:32]=[CH:31][CH:30]=[CH:29][C:28]=1[CH3:33]. The yield is 0.840. The reactants are ClC(Cl)(Cl)[C:3]([C:5]1[N:14]2[C:8]([CH2:9][N:10]([C:19]([C:21]3[CH:26]=[CH:25][C:24]([C:27]4[CH:32]=[CH:31][CH:30]=[CH:29][C:28]=4[CH3:33])=[C:23]([O:34][CH3:35])[CH:22]=3)=[O:20])[C:11]3[CH:18]=[CH:17][CH:16]=[CH:15][C:12]=3[CH2:13]2)=[CH:7][CH:6]=1)=[O:4].[CH3:38][C:39]1[CH:46]=[CH:45][C:42]([CH2:43][NH2:44])=[CH:41][CH:40]=1. (4) The reactants are [Cl:1][C:2]1[CH:3]=[CH:4][C:5]([F:10])=[C:6]([NH:8][NH2:9])[CH:7]=1.[C:11]([O:16][CH2:17][CH3:18])(=[O:15])[C:12]([CH3:14])=O.O. The catalyst is ClCCl. The product is [CH2:17]([O:16][C:11](=[O:15])[C:12](=[N:9][NH:8][C:6]1[CH:7]=[C:2]([Cl:1])[CH:3]=[CH:4][C:5]=1[F:10])[CH3:14])[CH3:18]. The yield is 0.629.